From a dataset of NCI-60 drug combinations with 297,098 pairs across 59 cell lines. Regression. Given two drug SMILES strings and cell line genomic features, predict the synergy score measuring deviation from expected non-interaction effect. (1) Drug 1: CNC(=O)C1=NC=CC(=C1)OC2=CC=C(C=C2)NC(=O)NC3=CC(=C(C=C3)Cl)C(F)(F)F. Drug 2: B(C(CC(C)C)NC(=O)C(CC1=CC=CC=C1)NC(=O)C2=NC=CN=C2)(O)O. Cell line: UACC62. Synergy scores: CSS=35.4, Synergy_ZIP=-1.48, Synergy_Bliss=-3.06, Synergy_Loewe=-14.4, Synergy_HSA=-3.65. (2) Drug 1: CS(=O)(=O)C1=CC(=C(C=C1)C(=O)NC2=CC(=C(C=C2)Cl)C3=CC=CC=N3)Cl. Drug 2: C1=C(C(=O)NC(=O)N1)F. Cell line: SNB-75. Synergy scores: CSS=22.3, Synergy_ZIP=-5.79, Synergy_Bliss=0.264, Synergy_Loewe=-4.74, Synergy_HSA=-1.62. (3) Drug 1: C1=NC(=NC(=O)N1C2C(C(C(O2)CO)O)O)N. Drug 2: C(CC(=O)O)C(=O)CN.Cl. Cell line: T-47D. Synergy scores: CSS=-2.73, Synergy_ZIP=2.54, Synergy_Bliss=5.29, Synergy_Loewe=-3.62, Synergy_HSA=-0.821. (4) Drug 1: C1=C(C(=O)NC(=O)N1)N(CCCl)CCCl. Drug 2: CCC1(CC2CC(C3=C(CCN(C2)C1)C4=CC=CC=C4N3)(C5=C(C=C6C(=C5)C78CCN9C7C(C=CC9)(C(C(C8N6C=O)(C(=O)OC)O)OC(=O)C)CC)OC)C(=O)OC)O.OS(=O)(=O)O. Cell line: UACC62. Synergy scores: CSS=47.8, Synergy_ZIP=8.34, Synergy_Bliss=17.4, Synergy_Loewe=18.0, Synergy_HSA=18.1. (5) Drug 1: CC(C)(C#N)C1=CC(=CC(=C1)CN2C=NC=N2)C(C)(C)C#N. Drug 2: CC1C(C(CC(O1)OC2CC(CC3=C2C(=C4C(=C3O)C(=O)C5=C(C4=O)C(=CC=C5)OC)O)(C(=O)CO)O)N)O.Cl. Cell line: OVCAR-5. Synergy scores: CSS=34.7, Synergy_ZIP=3.97, Synergy_Bliss=4.13, Synergy_Loewe=5.02, Synergy_HSA=4.43. (6) Drug 2: CC=C1C(=O)NC(C(=O)OC2CC(=O)NC(C(=O)NC(CSSCCC=C2)C(=O)N1)C(C)C)C(C)C. Synergy scores: CSS=81.9, Synergy_ZIP=-1.98, Synergy_Bliss=-1.21, Synergy_Loewe=-4.54, Synergy_HSA=1.60. Drug 1: CN1CCC(CC1)COC2=C(C=C3C(=C2)N=CN=C3NC4=C(C=C(C=C4)Br)F)OC. Cell line: IGROV1.